From a dataset of Full USPTO retrosynthesis dataset with 1.9M reactions from patents (1976-2016). Predict the reactants needed to synthesize the given product. (1) Given the product [CH3:9][O:8][C:5]1[CH:6]=[CH:7][C:2]([N:11]([CH3:10])[C:12]2[CH:17]=[CH:16][CH:15]=[CH:14][CH:13]=2)=[CH:3][CH:4]=1, predict the reactants needed to synthesize it. The reactants are: Cl[C:2]1[CH:7]=[CH:6][C:5]([O:8][CH3:9])=[CH:4][CH:3]=1.[CH3:10][NH:11][C:12]1[CH:17]=[CH:16][CH:15]=[CH:14][CH:13]=1.CC(C)([O-])C.[Na+]. (2) The reactants are: [CH2:1]([O:3][C:4]1[C:5]([CH3:16])=[N:6][CH:7]=[CH:8][C:9]=1[O:10][CH2:11][CH2:12][O:13][CH2:14][CH3:15])[CH3:2].C1C=C(Cl)C=C(C(OO)=[O:25])C=1. Given the product [CH2:1]([O:3][C:4]1[C:5]([CH:16]=[O:25])=[N:6][CH:7]=[CH:8][C:9]=1[O:10][CH2:11][CH2:12][O:13][CH2:14][CH3:15])[CH3:2], predict the reactants needed to synthesize it. (3) Given the product [C:1]([C:3]1[C:8](=[O:9])[N:7]([C:10]2[CH:11]=[CH:12][C:13]([S:28]([Cl:27])(=[O:30])=[O:29])=[CH:14][CH:15]=2)[C:6]([C:16]2[CH:17]=[CH:18][C:19]([O:22][CH2:23][CH3:24])=[CH:20][CH:21]=2)=[N:5][C:4]=1[S:25][CH3:26])#[N:2], predict the reactants needed to synthesize it. The reactants are: [C:1]([C:3]1[C:8](=[O:9])[N:7]([C:10]2[CH:15]=[CH:14][CH:13]=[CH:12][CH:11]=2)[C:6]([C:16]2[CH:21]=[CH:20][C:19]([O:22][CH2:23][CH3:24])=[CH:18][CH:17]=2)=[N:5][C:4]=1[S:25][CH3:26])#[N:2].[Cl:27][S:28](O)(=[O:30])=[O:29]. (4) Given the product [C:26]1([N:32]2[C:36]([C:7]3[C:12](=[O:13])[CH:11]=[N:10][N:9]([C:14]4[CH:19]=[CH:18][CH:17]=[C:16]([C:20]([F:23])([F:22])[F:21])[CH:15]=4)[CH:8]=3)=[CH:35][CH:34]=[N:33]2)[CH:27]=[CH:28][CH:29]=[CH:30][CH:31]=1, predict the reactants needed to synthesize it. The reactants are: FC(F)(F)S(O[C:7]1[C:12](=[O:13])[CH:11]=[N:10][N:9]([C:14]2[CH:19]=[CH:18][CH:17]=[C:16]([C:20]([F:23])([F:22])[F:21])[CH:15]=2)[CH:8]=1)(=O)=O.[C:26]1([N:32]2[C:36](B3OC(C)(C)C(C)(C)O3)=[CH:35][CH:34]=[N:33]2)[CH:31]=[CH:30][CH:29]=[CH:28][CH:27]=1.C(=O)([O-])[O-].[Na+].[Na+].C1(C)C=CC=CC=1. (5) Given the product [CH:26]1([N:22]2[CH2:23][CH2:24][CH:19]([O:18][C:15]3[CH:14]=[CH:13][C:12]([N:11]4[C:10](=[O:25])[C:9]5[C:4](=[CH:5][CH:6]=[CH:7][CH:8]=5)[N:3]=[C:2]4[CH3:1])=[CH:17][CH:16]=3)[CH2:20][CH2:21]2)[CH2:29][CH2:28][CH2:27]1, predict the reactants needed to synthesize it. The reactants are: [CH3:1][C:2]1[N:11]([C:12]2[CH:17]=[CH:16][C:15]([O:18][CH:19]3[CH2:24][CH2:23][NH:22][CH2:21][CH2:20]3)=[CH:14][CH:13]=2)[C:10](=[O:25])[C:9]2[C:4](=[CH:5][CH:6]=[CH:7][CH:8]=2)[N:3]=1.[C:26]1(=O)[CH2:29][CH2:28][CH2:27]1. (6) Given the product [CH2:3]([O:5][CH2:6][CH2:7][N:8]1[C:12]2[CH:13]=[CH:14][CH:15]=[CH:16][C:11]=2[N:10]=[C:9]1[N:17]1[CH2:23][CH2:22][CH2:21][N:20]([CH2:24][CH2:25][C@:26]2([C:31]3[CH:36]=[CH:35][CH:34]=[CH:33][CH:32]=3)[CH2:30][CH2:29][N:28]([C:41]([C:40]3[CH:44]=[C:45]([O:48][CH2:49][CH2:50][O:51][CH3:52])[CH:46]=[CH:47][C:39]=3[O:38][CH3:37])=[O:42])[CH2:27]2)[CH2:19][CH2:18]1)[CH3:4], predict the reactants needed to synthesize it. The reactants are: Cl.Cl.[CH2:3]([O:5][CH2:6][CH2:7][N:8]1[C:12]2[CH:13]=[CH:14][CH:15]=[CH:16][C:11]=2[N:10]=[C:9]1[N:17]1[CH2:23][CH2:22][CH2:21][N:20]([CH2:24][CH2:25][C@:26]2([C:31]3[CH:36]=[CH:35][CH:34]=[CH:33][CH:32]=3)[CH2:30][CH2:29][NH:28][CH2:27]2)[CH2:19][CH2:18]1)[CH3:4].[CH3:37][O:38][C:39]1[CH:47]=[CH:46][C:45]([O:48][CH2:49][CH2:50][O:51][CH3:52])=[CH:44][C:40]=1[C:41](O)=[O:42].CN(C)CCCN=C=NCC.O.ON1C2C=CC=CC=2N=N1. (7) Given the product [F:1][C:2]1[CH:3]=[CH:4][CH:5]=[C:6]2[C:11]=1[NH:10][C:9](=[O:12])[N:8]([CH:13]1[CH2:14][CH2:15][N:16]([C:19]([NH:21][CH:22]([CH2:27][C:28]3[CH:29]=[C:30]4[C:34](=[C:35]([CH3:37])[CH:36]=3)[NH:33][N:32]=[CH:31]4)[C:23]([OH:25])=[O:24])=[O:20])[CH2:17][CH2:18]1)[CH2:7]2, predict the reactants needed to synthesize it. The reactants are: [F:1][C:2]1[CH:3]=[CH:4][CH:5]=[C:6]2[C:11]=1[NH:10][C:9](=[O:12])[N:8]([CH:13]1[CH2:18][CH2:17][N:16]([C:19]([NH:21][CH:22]([CH2:27][C:28]3[CH:29]=[C:30]4[C:34](=[C:35]([CH3:37])[CH:36]=3)[NH:33][N:32]=[CH:31]4)[C:23]([O:25]C)=[O:24])=[O:20])[CH2:15][CH2:14]1)[CH2:7]2.O1CCCC1.CO.[OH-].[Li+].